Dataset: Peptide-MHC class II binding affinity with 134,281 pairs from IEDB. Task: Regression. Given a peptide amino acid sequence and an MHC pseudo amino acid sequence, predict their binding affinity value. This is MHC class II binding data. (1) The peptide sequence is LIEKINAGFKAAVAA. The MHC is HLA-DPA10103-DPB10301 with pseudo-sequence HLA-DPA10103-DPB10301. The binding affinity (normalized) is 0.462. (2) The peptide sequence is TAVAKCNEKHDEEFC. The MHC is DRB4_0101 with pseudo-sequence DRB4_0103. The binding affinity (normalized) is 0.445. (3) The peptide sequence is LKGTSYKICTDKMFF. The MHC is DRB5_0101 with pseudo-sequence DRB5_0101. The binding affinity (normalized) is 0.671. (4) The peptide sequence is GELQIVDKIDAAHKI. The MHC is DRB1_0401 with pseudo-sequence DRB1_0401. The binding affinity (normalized) is 0.427. (5) The peptide sequence is KTLRAEQASQEVKNWMTET. The MHC is DRB1_0101 with pseudo-sequence DRB1_0101. The binding affinity (normalized) is 0.